Predict the product of the given reaction. From a dataset of Forward reaction prediction with 1.9M reactions from USPTO patents (1976-2016). (1) Given the reactants [F:1][CH:2]([F:14])[C:3]1[NH:8][C:7](=[O:9])[C:6]([C:10]([O:12]C)=[O:11])=[CH:5][CH:4]=1.[OH-].[Li+], predict the reaction product. The product is: [F:14][CH:2]([F:1])[C:3]1[NH:8][C:7](=[O:9])[C:6]([C:10]([OH:12])=[O:11])=[CH:5][CH:4]=1. (2) The product is: [F:1][C:2]1[CH:3]=[C:4]([NH:9][C:10]2[C:15]([NH2:16])=[CH:14][CH:13]=[CH:12][N:11]=2)[CH:5]=[CH:6][C:7]=1[CH3:8]. Given the reactants [F:1][C:2]1[CH:3]=[C:4]([NH:9][C:10]2[C:15]([N+:16]([O-])=O)=[CH:14][CH:13]=[CH:12][N:11]=2)[CH:5]=[CH:6][C:7]=1[CH3:8].[Cl-].[NH4+], predict the reaction product. (3) Given the reactants C(N=[C:5]=[N:6][CH:7]([CH3:9])[CH3:8])(C)C.C(N(CC)[CH:14]([CH3:16])[CH3:15])(C)C.ON1[C:24]2C=CC=[CH:28][C:23]=2N=N1.C(N)C1C=CC=CC=1.C([BH3-])#N.[Na+].[C:41]([O:44]C(=O)C)(=[O:43])C.C(N(CC)CC)C.C(O)(C(F)(F)F)=[O:56].C(Cl)Cl, predict the reaction product. The product is: [CH:28]([C:23]1[C:8]2[C:7](=[CH:9][CH:16]=[CH:14][CH:15]=2)[N:6]([CH2:5][C:41]([OH:44])=[O:43])[CH:24]=1)=[O:56].